This data is from Full USPTO retrosynthesis dataset with 1.9M reactions from patents (1976-2016). The task is: Predict the reactants needed to synthesize the given product. (1) Given the product [Cl:19][C:15]1[CH:14]=[C:13]([C:11]2[N:12]=[C:7]([NH:27][C:28]3[CH:33]=[CH:32][C:31]([CH2:34][CH2:35][OH:36])=[CH:30][CH:29]=3)[C:8]3[S:22](=[O:24])(=[O:23])[CH2:21][CH2:20][C:9]=3[N:10]=2)[CH:18]=[CH:17][CH:16]=1, predict the reactants needed to synthesize it. The reactants are: FC(F)(F)S(O[C:7]1[C:8]2[S:22](=[O:24])(=[O:23])[CH2:21][CH2:20][C:9]=2[N:10]=[C:11]([C:13]2[CH:18]=[CH:17][CH:16]=[C:15]([Cl:19])[CH:14]=2)[N:12]=1)(=O)=O.[NH2:27][C:28]1[CH:33]=[CH:32][C:31]([CH2:34][CH2:35][OH:36])=[CH:30][CH:29]=1. (2) Given the product [Cl:29][C:16]1[N:17]([CH3:20])[C:18](=[O:19])[C:13]([O:12][CH2:10][CH3:11])=[C:14]([C:22]([O:24][CH2:25][CH3:26])=[O:23])[N:15]=1, predict the reactants needed to synthesize it. The reactants are: CN(C)C1C=CC=CC=1.[CH2:10]([O:12][C:13]1[C:18](=[O:19])[N:17]([CH3:20])[C:16](O)=[N:15][C:14]=1[C:22]([O:24][CH2:25][CH3:26])=[O:23])[CH3:11].P(Cl)(Cl)([Cl:29])=O. (3) Given the product [OH:25][CH2:24][CH2:23][CH2:22][C:17]12[CH2:16][CH2:15][C:14]([C:7]3[NH:6][C:5]4[C:4](=[O:27])[N:3]([CH2:28][CH2:29][CH3:30])[C:2](=[O:1])[N:10]([CH2:11][CH2:12][CH3:13])[C:9]=4[N:8]=3)([CH2:21][CH2:20]1)[CH2:19][CH2:18]2, predict the reactants needed to synthesize it. The reactants are: [O:1]=[C:2]1[N:10]([CH2:11][CH2:12][CH3:13])[C:9]2[N:8]=[C:7]([C:14]34[CH2:21][CH2:20][C:17]([CH2:22][CH2:23][C:24](O)=[O:25])([CH2:18][CH2:19]3)[CH2:16][CH2:15]4)[NH:6][C:5]=2[C:4](=[O:27])[N:3]1[CH2:28][CH2:29][CH3:30]. (4) The reactants are: [C:1]([O:5][C:6](=[O:25])[NH:7][C@H:8]([C:12]1[CH:17]=[C:16]([C:18]2[CH:23]=[CH:22][N:21]=[CH:20][C:19]=2[NH2:24])[CH:15]=[CH:14][N:13]=1)[CH2:9][CH:10]=[CH2:11])([CH3:4])([CH3:3])[CH3:2].[CH3:26][C@H:27]([CH:31]=[CH2:32])[C:28](O)=[O:29].N1C=CC=CC=1.C(P1(=O)OP(CCC)(=O)OP(CCC)(=O)O1)CC. Given the product [C:1]([O:5][C:6](=[O:25])[NH:7][C@H:8]([C:12]1[CH:17]=[C:16]([C:18]2[CH:23]=[CH:22][N:21]=[CH:20][C:19]=2[NH:24][C:28](=[O:29])[C@H:27]([CH3:26])[CH:31]=[CH2:32])[CH:15]=[CH:14][N:13]=1)[CH2:9][CH:10]=[CH2:11])([CH3:2])([CH3:3])[CH3:4], predict the reactants needed to synthesize it. (5) Given the product [F:22][C:19]1([F:23])[CH2:20][CH2:21][CH:16]([C:14]([N:11]2[CH2:12][CH2:13][N:8]([C:5]3[N:6]=[N:7][C:2]([C:34]4[CH:35]=[CH:36][C:31]([C:29]#[N:30])=[CH:32][CH:33]=4)=[C:3]4[CH:28]=[CH:27][N:26]=[CH:25][C:4]=34)[C@H:9]([CH3:24])[CH2:10]2)=[O:15])[CH2:17][CH2:18]1, predict the reactants needed to synthesize it. The reactants are: Cl[C:2]1[N:7]=[N:6][C:5]([N:8]2[CH2:13][CH2:12][N:11]([C:14]([CH:16]3[CH2:21][CH2:20][C:19]([F:23])([F:22])[CH2:18][CH2:17]3)=[O:15])[CH2:10][C@H:9]2[CH3:24])=[C:4]2[CH:25]=[N:26][CH:27]=[CH:28][C:3]=12.[C:29]([C:31]1[CH:36]=[CH:35][C:34](B(O)O)=[CH:33][CH:32]=1)#[N:30].C1(P(C2CCCCC2)C2C(OC)=CC=CC=2OC)CCCCC1.[O-]P([O-])([O-])=O.[K+].[K+].[K+].